Task: Predict which catalyst facilitates the given reaction.. Dataset: Catalyst prediction with 721,799 reactions and 888 catalyst types from USPTO (1) Reactant: C([Sn](CCCC)(CCCC)[C:6]1[CH:11]=[CH:10][C:9]([CH:12]=[CH:13][C:14]([C:16]2[CH:21]=[CH:20][C:19]([NH:22][CH3:23])=[CH:18][CH:17]=2)=[O:15])=[CH:8][CH:7]=1)CCC.[I:32]I.S([O-])([O-])=O.[Na+].[Na+]. Product: [I:32][C:6]1[CH:11]=[CH:10][C:9]([CH:12]=[CH:13][C:14]([C:16]2[CH:21]=[CH:20][C:19]([NH:22][CH3:23])=[CH:18][CH:17]=2)=[O:15])=[CH:8][CH:7]=1. The catalyst class is: 22. (2) Reactant: C[Al](C)C.[CH3:5][C:6]1[N:7]=[CH:8][C:9]([NH2:12])=[N:10][CH:11]=1.[OH:13][C@H:14]([CH2:19][O:20][C@@H:21]([CH3:34])[CH2:22][O:23][Si:24]([CH:31]([CH3:33])[CH3:32])([CH:28]([CH3:30])[CH3:29])[CH:25]([CH3:27])[CH3:26])[C:15](OC)=[O:16]. Product: [OH:13][C@@H:14]([CH2:19][O:20][C@H:21]([CH3:34])[CH2:22][O:23][Si:24]([CH:28]([CH3:30])[CH3:29])([CH:31]([CH3:33])[CH3:32])[CH:25]([CH3:26])[CH3:27])[C:15]([NH:12][C:9]1[CH:8]=[N:7][C:6]([CH3:5])=[CH:11][N:10]=1)=[O:16]. The catalyst class is: 11. (3) Reactant: [C:1]([O-])([O-])=O.[K+].[K+].[OH:7][C:8]1[CH:13]=[CH:12][C:11]([CH2:14][CH2:15][CH:16]([CH2:21][CH2:22][CH2:23][C:24]2[CH:29]=[CH:28][CH:27]=[CH:26][CH:25]=2)[C:17]([O:19][CH3:20])=[O:18])=[CH:10][CH:9]=1.CI.O. Product: [CH3:1][O:7][C:8]1[CH:9]=[CH:10][C:11]([CH2:14][CH2:15][CH:16]([CH2:21][CH2:22][CH2:23][C:24]2[CH:25]=[CH:26][CH:27]=[CH:28][CH:29]=2)[C:17]([O:19][CH3:20])=[O:18])=[CH:12][CH:13]=1. The catalyst class is: 23. (4) Reactant: [Cl:1][C:2]1[C:3]([O:12][C:13]2[CH:18]=[C:17]([O:19][CH2:20][CH2:21][O:22][CH3:23])[CH:16]=[CH:15][C:14]=2/[CH:24]=[CH:25]/[C:26](O)=[O:27])=[N:4][CH:5]=[C:6]([C:8]([F:11])([F:10])[F:9])[CH:7]=1.Cl.C(N=C=NCCCN(C)C)C.[C:41]1([S:47]([NH2:50])(=[O:49])=[O:48])[CH:46]=[CH:45][CH:44]=[CH:43][CH:42]=1.Cl. Product: [Cl:1][C:2]1[C:3]([O:12][C:13]2[CH:18]=[C:17]([O:19][CH2:20][CH2:21][O:22][CH3:23])[CH:16]=[CH:15][C:14]=2/[CH:24]=[CH:25]/[C:26]([NH:50][S:47]([C:41]2[CH:46]=[CH:45][CH:44]=[CH:43][CH:42]=2)(=[O:49])=[O:48])=[O:27])=[N:4][CH:5]=[C:6]([C:8]([F:9])([F:11])[F:10])[CH:7]=1. The catalyst class is: 766.